From a dataset of Catalyst prediction with 721,799 reactions and 888 catalyst types from USPTO. Predict which catalyst facilitates the given reaction. (1) Reactant: [Br:1][C:2]1[CH:6]=[C:5]([C:7]2[O:12][C:11](=[O:13])[C:10]3[CH:14]=[C:15]([C:19]#[N:20])[CH:16]=[C:17]([CH3:18])[C:9]=3[N:8]=2)[N:4]([C:21]2[C:26]([Cl:27])=[CH:25][CH:24]=[CH:23][N:22]=2)[N:3]=1.[CH3:28][NH2:29]. Product: [Br:1][C:2]1[CH:6]=[C:5]([C:7]([NH:8][C:9]2[C:10]([C:11]([NH:29][CH3:28])=[O:13])=[CH:14][C:15]([C:19]#[N:20])=[CH:16][C:17]=2[CH3:18])=[O:12])[N:4]([C:21]2[C:26]([Cl:27])=[CH:25][CH:24]=[CH:23][N:22]=2)[N:3]=1. The catalyst class is: 7. (2) Reactant: [CH3:1][N:2]([CH2:4][CH:5]1[C:10]([OH:19])([C:11]2[CH:16]=[C:15]([O:17][CH3:18])[CH:14]=[CH:13][CH:12]=2)[CH2:9][CH2:8][CH2:7][CH2:6]1)[CH3:3].Cl.[OH-].[Na+].C(OCC)(=O)C. Product: [CH3:3][N:2]([CH2:4][CH:5]1[C:10]([OH:19])([C:11]2[CH:16]=[C:15]([O:17][CH3:18])[CH:14]=[CH:13][CH:12]=2)[CH2:9][CH2:8][CH2:7][CH2:6]1)[CH3:1]. The catalyst class is: 6. (3) The catalyst class is: 129. Product: [C:1]([O:4][C@@H:5]1[C@@H:10]([O:11][C:12](=[O:14])[CH3:13])[C@H:9]([O:15][C:16](=[O:18])[CH3:17])[C@@H:8]([CH2:19][O:20][C:21](=[O:23])[CH3:22])[O:7][C@H:6]1[O:24][C:25]1[C:29]([CH2:30][C:31]2[CH:36]=[CH:35][C:34]([O:37][CH2:38][CH2:39][OH:40])=[CH:33][C:32]=2[CH3:48])=[C:28]([CH:49]([CH3:51])[CH3:50])[NH:27][N:26]=1)(=[O:3])[CH3:2]. Reactant: [C:1]([O:4][C@@H:5]1[C@@H:10]([O:11][C:12](=[O:14])[CH3:13])[C@H:9]([O:15][C:16](=[O:18])[CH3:17])[C@@H:8]([CH2:19][O:20][C:21](=[O:23])[CH3:22])[O:7][C@H:6]1[O:24][C:25]1[C:29]([CH2:30][C:31]2[CH:36]=[CH:35][C:34]([O:37][CH2:38][CH2:39][O:40]CC3C=CC=CC=3)=[CH:33][C:32]=2[CH3:48])=[C:28]([CH:49]([CH3:51])[CH3:50])[NH:27][N:26]=1)(=[O:3])[CH3:2]. (4) Reactant: [Cl:1][C:2]1[CH:11]=[C:10]2[C:5]([CH2:6][CH2:7][CH2:8][C:9]2=O)=[C:4]([OH:13])[C:3]=1[F:14].C(=O)([O-])[O-].[K+].[K+].Br[CH2:22][C:23]([O:25][C:26]([CH3:29])([CH3:28])[CH3:27])=[O:24]. Product: [C:26]([O:25][C:23](=[O:24])[CH2:22][O:13][C:4]1[C:5]2[CH2:6][CH2:7][CH2:8][CH2:9][C:10]=2[CH:11]=[C:2]([Cl:1])[C:3]=1[F:14])([CH3:29])([CH3:28])[CH3:27]. The catalyst class is: 9.